Dataset: Forward reaction prediction with 1.9M reactions from USPTO patents (1976-2016). Task: Predict the product of the given reaction. (1) The product is: [NH:2]1[CH:6]=[C:5]([CH2:7][C:8]([O:10][CH3:15])=[O:9])[N:4]=[CH:3]1. Given the reactants Cl.[NH:2]1[CH:6]=[C:5]([CH2:7][C:8]([OH:10])=[O:9])[N:4]=[CH:3]1.S(Cl)(Cl)=O.[CH3:15]O, predict the reaction product. (2) Given the reactants [F:1][C:2]([F:21])([F:20])[C:3]1[CH:8]=[CH:7][C:6]([C:9]2[O:13][N:12]=[CH:11][C:10]=2[CH2:14][CH2:15][C:16](OC)=[O:17])=[CH:5][CH:4]=1.[H-].C([Al+]CC(C)C)C(C)C.Cl, predict the reaction product. The product is: [F:21][C:2]([F:1])([F:20])[C:3]1[CH:4]=[CH:5][C:6]([C:9]2[O:13][N:12]=[CH:11][C:10]=2[CH2:14][CH2:15][CH2:16][OH:17])=[CH:7][CH:8]=1.